From a dataset of Full USPTO retrosynthesis dataset with 1.9M reactions from patents (1976-2016). Predict the reactants needed to synthesize the given product. (1) The reactants are: [CH3:1][C:2]([NH:6][C:7](=[O:12])[O:8][CH2:9][CH2:10]Cl)([C:4]#[CH:5])[CH3:3].[H-].[Na+].Cl. Given the product [CH3:1][C:2]([N:6]1[CH2:10][CH2:9][O:8][C:7]1=[O:12])([C:4]#[CH:5])[CH3:3], predict the reactants needed to synthesize it. (2) The reactants are: [OH2:1].O.P([O-])(O)(O)=O.[Na+].CC(=CC)C.Cl([O-])=O.[Na+].[F:18][C:19]([F:28])([F:27])[C:20]1[N:21]=[C:22]([CH:25]=[O:26])[NH:23][CH:24]=1. Given the product [F:28][C:19]([F:18])([F:27])[C:20]1[N:21]=[C:22]([C:25]([OH:1])=[O:26])[NH:23][CH:24]=1, predict the reactants needed to synthesize it.